The task is: Regression. Given two drug SMILES strings and cell line genomic features, predict the synergy score measuring deviation from expected non-interaction effect.. This data is from NCI-60 drug combinations with 297,098 pairs across 59 cell lines. (1) Drug 1: C1CN1C2=NC(=NC(=N2)N3CC3)N4CC4. Drug 2: B(C(CC(C)C)NC(=O)C(CC1=CC=CC=C1)NC(=O)C2=NC=CN=C2)(O)O. Cell line: ACHN. Synergy scores: CSS=91.4, Synergy_ZIP=-0.794, Synergy_Bliss=-0.535, Synergy_Loewe=-1.97, Synergy_HSA=0.141. (2) Drug 1: CC1=C(C=C(C=C1)NC2=NC=CC(=N2)N(C)C3=CC4=NN(C(=C4C=C3)C)C)S(=O)(=O)N.Cl. Drug 2: CC1=C(C=C(C=C1)NC(=O)C2=CC=C(C=C2)CN3CCN(CC3)C)NC4=NC=CC(=N4)C5=CN=CC=C5. Cell line: OVCAR-5. Synergy scores: CSS=15.3, Synergy_ZIP=4.74, Synergy_Bliss=6.99, Synergy_Loewe=3.21, Synergy_HSA=3.86. (3) Drug 1: CCC(=C(C1=CC=CC=C1)C2=CC=C(C=C2)OCCN(C)C)C3=CC=CC=C3.C(C(=O)O)C(CC(=O)O)(C(=O)O)O. Drug 2: CC1CCC2CC(C(=CC=CC=CC(CC(C(=O)C(C(C(=CC(C(=O)CC(OC(=O)C3CCCCN3C(=O)C(=O)C1(O2)O)C(C)CC4CCC(C(C4)OC)OCCO)C)C)O)OC)C)C)C)OC. Cell line: SNB-19. Synergy scores: CSS=-0.950, Synergy_ZIP=2.97, Synergy_Bliss=5.06, Synergy_Loewe=-1.67, Synergy_HSA=1.32. (4) Drug 1: CCN(CC)CCCC(C)NC1=C2C=C(C=CC2=NC3=C1C=CC(=C3)Cl)OC. Drug 2: C1CNP(=O)(OC1)N(CCCl)CCCl. Cell line: NCI-H322M. Synergy scores: CSS=-1.54, Synergy_ZIP=1.56, Synergy_Bliss=0.293, Synergy_Loewe=0.820, Synergy_HSA=-2.75. (5) Drug 1: C1=C(C(=O)NC(=O)N1)F. Drug 2: C(CC(=O)O)C(=O)CN.Cl. Cell line: COLO 205. Synergy scores: CSS=63.3, Synergy_ZIP=-8.19, Synergy_Bliss=-16.2, Synergy_Loewe=-12.2, Synergy_HSA=-10.6. (6) Drug 1: C1CCN(CC1)CCOC2=CC=C(C=C2)C(=O)C3=C(SC4=C3C=CC(=C4)O)C5=CC=C(C=C5)O. Drug 2: CN(CCCl)CCCl.Cl. Cell line: SN12C. Synergy scores: CSS=3.75, Synergy_ZIP=-4.96, Synergy_Bliss=0.230, Synergy_Loewe=-8.00, Synergy_HSA=-1.50.